Dataset: Forward reaction prediction with 1.9M reactions from USPTO patents (1976-2016). Task: Predict the product of the given reaction. (1) Given the reactants Br[C:2]1[CH:3]=[C:4]([C@:9]2([CH3:20])[CH2:14][C@@H:13]([C:15]([F:18])([F:17])[F:16])[O:12][C:11]([NH2:19])=[N:10]2)[C:5]([F:8])=[N:6][CH:7]=1.F[C:22](F)(F)[C:23]([NH2:25])=[O:24].C(=O)([O-])[O-].[K+].[K+].[CH3:39][NH:35][C@@H:36]1[CH2:38][CH2:37][CH2:39][CH2:38][C@H:37]1[NH:35][CH3:36].[Cl-:44].[NH4+], predict the reaction product. The product is: [NH2:19][C:11]1[O:12][C@H:13]([C:15]([F:18])([F:17])[F:16])[CH2:14][C@:9]([C:4]2[CH:3]=[C:2]([NH:25][C:23](=[O:24])[C:22]3[CH:39]=[CH:38][C:37]([Cl:44])=[CH:36][N:35]=3)[CH:7]=[N:6][C:5]=2[F:8])([CH3:20])[N:10]=1. (2) Given the reactants [BH4-].[Na+].[F:3][C:4]([F:28])([F:27])[S:5]([O:8][C:9]1[CH:14]=[C:13]([CH:15]=[O:16])[CH:12]=[C:11]([O:17][CH2:18][CH3:19])[C:10]=1[C:20]1[CH:25]=[CH:24][C:23]([F:26])=[CH:22][CH:21]=1)(=[O:7])=[O:6].C1COCC1.[Cl-].[NH4+], predict the reaction product. The product is: [F:27][C:4]([F:3])([F:28])[S:5]([O:8][C:9]1[CH:14]=[C:13]([CH2:15][OH:16])[CH:12]=[C:11]([O:17][CH2:18][CH3:19])[C:10]=1[C:20]1[CH:25]=[CH:24][C:23]([F:26])=[CH:22][CH:21]=1)(=[O:7])=[O:6]. (3) The product is: [N:13]1[CH:14]=[CH:15][CH:16]=[C:11]([CH2:10][NH:9][C:38]([C:34]2[S:33][C:32]([C:30]3[CH:29]=[N:28][CH:27]=[C:26]([N:25]([CH2:24][CH2:23][O:22][C:21]4[CH:20]=[CH:19][C:18]([F:17])=[CH:43][CH:42]=4)[CH3:41])[N:31]=3)=[N:36][C:35]=2[CH3:37])=[O:39])[CH:12]=1. Given the reactants C(N)C1C=CC=CC=1.[NH2:9][CH2:10][C:11]1[CH:12]=[N:13][CH:14]=[CH:15][CH:16]=1.[F:17][C:18]1[CH:43]=[CH:42][C:21]([O:22][CH2:23][CH2:24][N:25]([CH3:41])[C:26]2[N:31]=[C:30]([C:32]3[S:33][C:34]([C:38](O)=[O:39])=[C:35]([CH3:37])[N:36]=3)[CH:29]=[N:28][CH:27]=2)=[CH:20][CH:19]=1, predict the reaction product. (4) Given the reactants [Cl:1][C:2]1[CH:3]=[C:4]([CH:8]2[C:12]([C:15]3[CH:20]=[CH:19][C:18]([Cl:21])=[CH:17][CH:16]=3)([C:13]#[N:14])[CH:11]([CH2:22][C:23]([CH3:26])([CH3:25])[CH3:24])[NH:10][CH:9]2[C:27]([OH:29])=O)[CH:5]=[CH:6][CH:7]=1.CC1(C)[O:35][C@@H:34]([CH2:36][CH2:37][NH2:38])[CH2:33][O:32]1.CN(C(ON1N=NC2C=CC=NC1=2)=[N+](C)C)C.F[P-](F)(F)(F)(F)F.CCN(C(C)C)C(C)C, predict the reaction product. The product is: [OH:35][C@H:34]([CH2:33][OH:32])[CH2:36][CH2:37][NH:38][C:27]([CH:9]1[CH:8]([C:4]2[CH:5]=[CH:6][CH:7]=[C:2]([Cl:1])[CH:3]=2)[C:12]([C:15]2[CH:20]=[CH:19][C:18]([Cl:21])=[CH:17][CH:16]=2)([C:13]#[N:14])[CH:11]([CH2:22][C:23]([CH3:25])([CH3:24])[CH3:26])[NH:10]1)=[O:29]. (5) Given the reactants [F:1][C:2]1[CH:3]=[C:4]([OH:9])[CH:5]=[CH:6][C:7]=1[F:8].[H-].[Na+].[Br:12][C:13]1[CH:14]=[C:15]([N+]([O-])=O)[C:16]([C:19]#[N:20])=[N:17][CH:18]=1.[OH-].[Na+].C(=O)([O-])[OH:27].[Na+], predict the reaction product. The product is: [F:1][C:2]1[CH:3]=[C:4]([CH:5]=[CH:6][C:7]=1[F:8])[O:9][C:15]1[C:16]([C:19]([NH2:20])=[O:27])=[N:17][CH:18]=[C:13]([Br:12])[CH:14]=1. (6) Given the reactants [Cl:1][C:2]1[N:3]=[C:4](Cl)[C:5]2[N:11]=[C:10]([C:12]([O:14][CH3:15])=[O:13])[CH:9]=[C:8]([Cl:16])[C:6]=2[N:7]=1.C(N(C(C)C)C(C)C)C.[NH:27]1[CH2:32][CH2:31][CH2:30][CH2:29][CH2:28]1, predict the reaction product. The product is: [Cl:1][C:2]1[N:3]=[C:4]([N:27]2[CH2:32][CH2:31][CH2:30][CH2:29][CH2:28]2)[C:5]2[N:11]=[C:10]([C:12]([O:14][CH3:15])=[O:13])[CH:9]=[C:8]([Cl:16])[C:6]=2[N:7]=1. (7) The product is: [Cl:1][C:2]1[CH:3]=[C:4]([C:12]2[N:16]=[C:15]([C:17]3[C:18]([CH3:32])=[C:19]([CH:29]=[CH:30][CH:31]=3)[O:20][CH2:21]/[CH:22]=[CH:23]/[C:24]([OH:26])=[O:25])[O:14][N:13]=2)[CH:5]=[CH:6][C:7]=1[O:8][CH:9]([CH3:10])[CH3:11]. Given the reactants [Cl:1][C:2]1[CH:3]=[C:4]([C:12]2[N:16]=[C:15]([C:17]3[C:18]([CH3:32])=[C:19]([CH:29]=[CH:30][CH:31]=3)[O:20][CH2:21]/[CH:22]=[CH:23]/[C:24]([O:26]CC)=[O:25])[O:14][N:13]=2)[CH:5]=[CH:6][C:7]=1[O:8][CH:9]([CH3:11])[CH3:10].[OH-].[Na+], predict the reaction product. (8) Given the reactants [CH:1]1[C:13]2[CH:12]([CH2:14][O:15][C:16]([NH:18][C@H:19]([C:24]([O:26][C:27]([CH3:30])([CH3:29])[CH3:28])=[O:25])CC(O)=O)=[O:17])[C:11]3[C:6](=[CH:7][CH:8]=[CH:9][CH:10]=3)[C:5]=2[CH:4]=[CH:3][CH:2]=1.F[P-](F)(F)(F)(F)F.N1(O[P+]([N:49]2[CH2:53][CH2:52][CH2:51][CH2:50]2)([N:49]2[CH2:53][CH2:52][CH2:51][CH2:50]2)[N:49]2[CH2:53][CH2:52][CH2:51][CH2:50]2)C2C=CC=CC=2N=N1.CN.[OH2:66], predict the reaction product. The product is: [CH:1]1[C:13]2[CH:12]([CH2:14][O:15][C:16]([NH:18][C@@H:19]([CH2:52][CH2:51][C:50]([NH:49][CH3:53])=[O:66])[C:24]([O:26][C:27]([CH3:30])([CH3:29])[CH3:28])=[O:25])=[O:17])[C:11]3[C:6](=[CH:7][CH:8]=[CH:9][CH:10]=3)[C:5]=2[CH:4]=[CH:3][CH:2]=1.